This data is from Forward reaction prediction with 1.9M reactions from USPTO patents (1976-2016). The task is: Predict the product of the given reaction. (1) Given the reactants [CH3:1][O:2][C:3]([C:5]1[CH:10]=[CH:9][C:8]([C:11]2[C:12]([CH3:50])([CH3:49])[C@H:13]3[C@:26]([CH3:29])([CH2:27][CH:28]=2)[C@@H:25]2[C@:16]([CH3:48])([C@@:17]4([CH3:47])[C@H:22]([CH2:23][CH2:24]2)[C@H:21]2[C@H:30]([C:33]5([CH3:36])[CH2:35][CH2:34]5)[CH2:31][CH2:32][C@:20]2([C:37]([O:39][Si](C(C)(C)C)(C)C)=[O:38])[CH2:19][CH2:18]4)[CH2:15][CH2:14]3)=[CH:7][CH:6]=1)=[O:4].CCCC[N+](CCCC)(CCCC)CCCC.[F-].C1COCC1.Cl, predict the reaction product. The product is: [CH3:1][O:2][C:3]([C:5]1[CH:10]=[CH:9][C:8]([C:11]2[C:12]([CH3:50])([CH3:49])[C@H:13]3[C@:26]([CH3:29])([CH2:27][CH:28]=2)[C@@H:25]2[C@:16]([CH3:48])([C@@:17]4([CH3:47])[C@H:22]([CH2:23][CH2:24]2)[C@H:21]2[C@H:30]([C:33]5([CH3:36])[CH2:35][CH2:34]5)[CH2:31][CH2:32][C@:20]2([C:37]([OH:39])=[O:38])[CH2:19][CH2:18]4)[CH2:15][CH2:14]3)=[CH:7][CH:6]=1)=[O:4]. (2) The product is: [Br:1][C:2]1[CH:3]=[N:4][C:5]([N:12]([CH3:14])[CH3:13])=[C:6]([CH:11]=1)[C:7]([O:9][CH3:10])=[O:8]. Given the reactants [Br:1][C:2]1[CH:3]=[N:4][C:5]([NH:12][CH3:13])=[C:6]([CH:11]=1)[C:7]([O:9][CH3:10])=[O:8].[CH3:14]NC, predict the reaction product.